Dataset: Forward reaction prediction with 1.9M reactions from USPTO patents (1976-2016). Task: Predict the product of the given reaction. (1) Given the reactants [CH2:1]([O:8][C@H:9]([CH3:20])[C:10]([NH:12][NH:13][C:14]([NH:16][CH2:17][CH2:18][CH3:19])=[O:15])=O)[C:2]1[CH:7]=[CH:6][CH:5]=[CH:4][CH:3]=1.[OH-].[K+], predict the reaction product. The product is: [CH2:1]([O:8][C@@H:9]([C:10]1[N:16]([CH2:17][CH2:18][CH3:19])[C:14](=[O:15])[NH:13][N:12]=1)[CH3:20])[C:2]1[CH:7]=[CH:6][CH:5]=[CH:4][CH:3]=1. (2) Given the reactants CN([CH:4]=[O:5])C.P(Cl)(Cl)(Cl)=O.[CH2:11]1[O:19][C:18]2[CH:17]=[CH:16][C:15]([CH3:20])=[CH:14][C:13]=2[O:12]1, predict the reaction product. The product is: [CH3:20][C:15]1[CH:14]=[C:13]2[O:12][CH2:11][O:19][C:18]2=[CH:17][C:16]=1[CH:4]=[O:5].